This data is from Reaction yield outcomes from USPTO patents with 853,638 reactions. The task is: Predict the reaction yield, written as a fraction of the theoretical maximum amount of product (1.0 means a 100% yield; for example, 0.34 means a 34% yield). The reactants are [C:1]([O:5][C:6]([N:8]1[CH2:13][CH2:12][CH:11]([CH2:14][CH2:15][OH:16])[CH2:10][CH2:9]1)=[O:7])([CH3:4])([CH3:3])[CH3:2].[H-].[Na+].[CH3:19][C:20]1[CH:27]=[CH:26][C:23]([CH2:24]Br)=[CH:22][CH:21]=1.[NH4+].[Cl-]. The catalyst is C1COCC1. The product is [C:1]([O:5][C:6]([N:8]1[CH2:13][CH2:12][CH:11]([CH2:14][CH2:15][O:16][CH2:19][C:20]2[CH:27]=[CH:26][C:23]([CH3:24])=[CH:22][CH:21]=2)[CH2:10][CH2:9]1)=[O:7])([CH3:4])([CH3:3])[CH3:2]. The yield is 0.990.